From a dataset of Retrosynthesis with 50K atom-mapped reactions and 10 reaction types from USPTO. Predict the reactants needed to synthesize the given product. (1) Given the product O=c1c(Cl)c(Cl)cnn1Cc1ccccc1, predict the reactants needed to synthesize it. The reactants are: BrCc1ccccc1.O=c1[nH]ncc(Cl)c1Cl. (2) Given the product O=[N+]([O-])c1c(Br)nn(CCO)c1Br, predict the reactants needed to synthesize it. The reactants are: O=[N+]([O-])c1c(Br)n[nH]c1Br.OCCBr. (3) Given the product CC(C)(C)OC(=O)N1CCN(C#N)CC1, predict the reactants needed to synthesize it. The reactants are: CC(C)(C)OC(=O)N1CCNCC1.N#CBr. (4) The reactants are: COCOc1ccc(-c2cc(CN3CC(C)(C)N(Cc4ccccc4)CC3(C)C)c3c(C)nn(C4CCCCO4)c3n2)cc1. Given the product COCOc1ccc(-c2cc(CN3CC(C)(C)NCC3(C)C)c3c(C)nn(C4CCCCO4)c3n2)cc1, predict the reactants needed to synthesize it. (5) Given the product COc1cc(Nc2nccc(-c3ccc(OC4CCOCC4)c(C#N)c3)n2)ccc1OCCOCCNS(C)(=O)=O, predict the reactants needed to synthesize it. The reactants are: COc1cc(Nc2nccc(-c3ccc(OC4CCOCC4)c(C#N)c3)n2)ccc1OCCOCCN.CS(=O)(=O)Cl. (6) Given the product Cc1cccc(CBr)c1C(=O)OCc1ccccc1, predict the reactants needed to synthesize it. The reactants are: Cc1cccc(CBr)c1C(=O)Br.OCc1ccccc1. (7) Given the product NCc1cc(-c2ccc(C(F)(F)F)nc2)ncn1, predict the reactants needed to synthesize it. The reactants are: N#Cc1cc(-c2ccc(C(F)(F)F)nc2)ncn1.